Dataset: Merck oncology drug combination screen with 23,052 pairs across 39 cell lines. Task: Regression. Given two drug SMILES strings and cell line genomic features, predict the synergy score measuring deviation from expected non-interaction effect. (1) Drug 1: N.N.O=C(O)C1(C(=O)O)CCC1.[Pt]. Drug 2: COC1CC2CCC(C)C(O)(O2)C(=O)C(=O)N2CCCCC2C(=O)OC(C(C)CC2CCC(OP(C)(C)=O)C(OC)C2)CC(=O)C(C)C=C(C)C(O)C(OC)C(=O)C(C)CC(C)C=CC=CC=C1C. Cell line: UWB1289. Synergy scores: synergy=3.88. (2) Drug 1: O=P1(N(CCCl)CCCl)NCCCO1. Drug 2: O=C(CCCCCCC(=O)Nc1ccccc1)NO. Cell line: ZR751. Synergy scores: synergy=33.6. (3) Drug 1: N.N.O=C(O)C1(C(=O)O)CCC1.[Pt]. Drug 2: NC1(c2ccc(-c3nc4ccn5c(=O)[nH]nc5c4cc3-c3ccccc3)cc2)CCC1. Cell line: DLD1. Synergy scores: synergy=-4.42. (4) Drug 1: NC(=O)c1cccc2cn(-c3ccc(C4CCCNC4)cc3)nc12. Drug 2: COC1CC2CCC(C)C(O)(O2)C(=O)C(=O)N2CCCCC2C(=O)OC(C(C)CC2CCC(OP(C)(C)=O)C(OC)C2)CC(=O)C(C)C=C(C)C(O)C(OC)C(=O)C(C)CC(C)C=CC=CC=C1C. Cell line: EFM192B. Synergy scores: synergy=57.1. (5) Drug 1: CN(C)C(=N)N=C(N)N. Drug 2: NC1(c2ccc(-c3nc4ccn5c(=O)[nH]nc5c4cc3-c3ccccc3)cc2)CCC1. Cell line: DLD1. Synergy scores: synergy=3.53.